Dataset: Catalyst prediction with 721,799 reactions and 888 catalyst types from USPTO. Task: Predict which catalyst facilitates the given reaction. (1) Reactant: [N+:1]([O-:4])(O)=[O:2].[Cl:5][C:6]1[CH:11]=[C:10]([F:12])[CH:9]=[CH:8][C:7]=1[CH2:13][C:14]([OH:16])=[O:15]. Product: [Cl:5][C:6]1[CH:11]=[C:10]([F:12])[C:9]([N+:1]([O-:4])=[O:2])=[CH:8][C:7]=1[CH2:13][C:14]([OH:16])=[O:15]. The catalyst class is: 82. (2) Reactant: [CH2:1]([C:3]1[N:7]([C:8]2[N:16]=[C:15]3[C:11]([N:12]=[C:13]([CH:18]=O)[N:14]3[CH3:17])=[C:10]([N:20]3[CH2:25][CH2:24][O:23][CH2:22][CH2:21]3)[N:9]=2)[C:6]2[CH:26]=[CH:27][CH:28]=[CH:29][C:5]=2[N:4]=1)[CH3:2].[NH:30]1[CH2:33][CH:32]([N:34]2[CH2:39][CH2:38][NH:37][C:36](=[O:40])[CH2:35]2)[CH2:31]1.ClCCCl.C(O[BH-](OC(=O)C)OC(=O)C)(=O)C.[Na+]. Product: [CH2:1]([C:3]1[N:7]([C:8]2[N:16]=[C:15]3[C:11]([N:12]=[C:13]([CH2:18][CH:33]4[NH:30][CH2:31][CH:32]4[N:34]4[CH2:39][CH2:38][NH:37][C:36](=[O:40])[CH2:35]4)[N:14]3[CH3:17])=[C:10]([N:20]3[CH2:25][CH2:24][O:23][CH2:22][CH2:21]3)[N:9]=2)[C:6]2[CH:26]=[CH:27][CH:28]=[CH:29][C:5]=2[N:4]=1)[CH3:2]. The catalyst class is: 5. (3) Product: [Br:22][C:23]1[CH:24]=[C:25]([CH:26]2[C:3]3[C:4](=[O:9])[NH:5][N:6]([CH2:7][CH3:8])[C:2]=3[NH:1][C:32]3[CH2:36][CH2:35][C:34](=[O:37])[C:33]2=3)[CH:28]=[CH:29][C:30]=1[F:31]. The catalyst class is: 8. Reactant: [NH2:1][C:2]1[N:6]([CH2:7][CH3:8])[NH:5][C:4](=[O:9])[CH:3]=1.C(NN)C.C(CC(OCC)=O)#N.[Br:22][C:23]1[CH:24]=[C:25]([CH:28]=[CH:29][C:30]=1[F:31])[CH:26]=O.[C:32]1(=O)[CH2:36][CH2:35][C:34](=[O:37])[CH2:33]1. (4) Reactant: [CH:1]1([C:4]2([C:7]3[N:12]=[CH:11][C:10]([O:13][C:14]4[CH:21]=[CH:20][C:17]([C:18]#[N:19])=[CH:16][CH:15]=4)=[CH:9][CH:8]=3)[CH2:6][O:5]2)[CH2:3][CH2:2]1.[N-:22]1[CH:26]=[N:25][N:24]=[N:23]1.C([NH2+]C(C)C)(C)C. Product: [CH:1]1([C:4]([C:7]2[N:12]=[CH:11][C:10]([O:13][C:14]3[CH:21]=[CH:20][C:17]([C:18]#[N:19])=[CH:16][CH:15]=3)=[CH:9][CH:8]=2)([OH:5])[CH2:6][N:22]2[CH:26]=[N:25][N:24]=[N:23]2)[CH2:3][CH2:2]1. The catalyst class is: 3. (5) Reactant: [C:1]1([C:7]2[N:11]=[C:10]([N:12]3[CH2:17][CH2:16][NH:15][CH2:14][CH2:13]3)[S:9][N:8]=2)[CH:6]=[CH:5][CH:4]=[CH:3][CH:2]=1.C(N(CC)CC)C.[Cl:25][C:26]1[CH:31]=[CH:30][C:29]([N:32]=[C:33]=[O:34])=[CH:28][CH:27]=1. Product: [Cl:25][C:26]1[CH:31]=[CH:30][C:29]([NH:32][C:33]([N:15]2[CH2:16][CH2:17][N:12]([C:10]3[S:9][N:8]=[C:7]([C:1]4[CH:2]=[CH:3][CH:4]=[CH:5][CH:6]=4)[N:11]=3)[CH2:13][CH2:14]2)=[O:34])=[CH:28][CH:27]=1. The catalyst class is: 7. (6) Product: [CH3:1][C:2]1[CH:11]=[C:10]([CH2:12][OH:13])[C:9]2[C:4](=[CH:5][CH:6]=[CH:7][CH:8]=2)[N:3]=1. The catalyst class is: 20. Reactant: [CH3:1][C:2]1[CH:11]=[C:10]([CH2:12][O:13]C2CCN(S(CC(=O)C)(=O)=O)CC2)[C:9]2[C:4](=[CH:5][CH:6]=[CH:7][CH:8]=2)[N:3]=1.CC1C=C(C(O)=O)C2C(=CC=CC=2)N=1.[H-].[Al+3].[Li+].[H-].[H-].[H-].[OH-].[Na+]. (7) Reactant: CN.[CH2:3]([O:5][C:6]([C:8]1[CH:9]=[N:10][C:11]([Cl:18])=[C:12]([N+:15]([O-:17])=[O:16])[C:13]=1Cl)=[O:7])[CH3:4].[CH2:19]([N:21](CC)CC)C. Product: [Cl:18][C:11]1[N:10]=[CH:9][C:8]([C:6]([O:5][CH2:3][CH3:4])=[O:7])=[C:13]([NH:21][CH3:19])[C:12]=1[N+:15]([O-:17])=[O:16]. The catalyst class is: 8. (8) Reactant: C(OC(=O)[NH:7][CH:8]1[CH2:13][CH2:12][N:11]([C:14]2[CH:15]=[CH:16][CH:17]=[C:18]3[C:23]=2[N:22]=[C:21]([N:24]2[C:28]4[CH:29]=[CH:30][C:31]([O:33][CH3:34])=[CH:32][C:27]=4[N:26]=[CH:25]2)[CH:20]=[CH:19]3)[CH2:10][CH2:9]1)(C)(C)C. Product: [CH3:34][O:33][C:31]1[CH:30]=[CH:29][C:28]2[N:24]([C:21]3[CH:20]=[CH:19][C:18]4[C:23](=[C:14]([N:11]5[CH2:10][CH2:9][CH:8]([NH2:7])[CH2:13][CH2:12]5)[CH:15]=[CH:16][CH:17]=4)[N:22]=3)[CH:25]=[N:26][C:27]=2[CH:32]=1. The catalyst class is: 55. (9) The catalyst class is: 22. Reactant: C(N(C(C)C)CC)(C)C.Cl.[CH2:11]=[C:12]1[C:19]2[N:15]([C:16]3[N:33]=[CH:32][N:31]=[C:30]([NH2:34])[C:17]=3[C:18]=2[C:20]2[CH:21]=[N:22][C:23]3[C:28]([CH:29]=2)=[CH:27][CH:26]=[CH:25][CH:24]=3)[CH2:14][C@H:13]1[NH2:35].[C:36](Cl)(=[O:39])[CH:37]=[CH2:38]. Product: [NH2:34][C:30]1[C:17]2[C:18]([C:20]3[CH:21]=[N:22][C:23]4[C:28]([CH:29]=3)=[CH:27][CH:26]=[CH:25][CH:24]=4)=[C:19]3[N:15]([C:16]=2[N:33]=[CH:32][N:31]=1)[CH2:14][C@@H:13]([NH:35][C:36](=[O:39])[CH:37]=[CH2:38])[C:12]3=[CH2:11].